This data is from Full USPTO retrosynthesis dataset with 1.9M reactions from patents (1976-2016). The task is: Predict the reactants needed to synthesize the given product. (1) Given the product [N:25]1([C:2]2[CH:7]=[C:6]([NH:8][CH:9]3[CH2:14][CH2:13][O:12][CH2:11][CH2:10]3)[N:5]3[N:15]=[C:16]([C:18]([O:20][CH2:21][CH3:22])=[O:19])[CH:17]=[C:4]3[N:3]=2)[CH2:26][CH2:27][CH2:24][CH2:23]1, predict the reactants needed to synthesize it. The reactants are: Cl[C:2]1[CH:7]=[C:6]([NH:8][CH:9]2[CH2:14][CH2:13][O:12][CH2:11][CH2:10]2)[N:5]2[N:15]=[C:16]([C:18]([O:20][CH2:21][CH3:22])=[O:19])[CH:17]=[C:4]2[N:3]=1.[CH2:23]([N:25](CC)[CH2:26][CH3:27])[CH3:24].N1CCCC1.O. (2) Given the product [C:1]([O:9][C:10]1([CH2:23][C:24]2[CH:29]=[CH:28][C:27]([O:32][CH3:33])=[C:26]([O:34][CH3:35])[CH:25]=2)[C:18]2[C:13](=[CH:14][CH:15]=[C:16]([CH3:19])[CH:17]=2)[N:12]([CH2:20][CH2:21][CH3:36])[C:11]1=[O:22])(=[O:8])[C:2]1[CH:7]=[CH:6][CH:5]=[CH:4][CH:3]=1, predict the reactants needed to synthesize it. The reactants are: [C:1]([O:9][C:10]1([CH2:23][C:24]2[CH:29]=[C:28](OC)[C:27]([O:32][CH3:33])=[C:26]([O:34][CH3:35])[CH:25]=2)[C:18]2[C:13](=[CH:14][CH:15]=[C:16]([CH3:19])[CH:17]=2)[N:12]([CH2:20][CH3:21])[C:11]1=[O:22])(=[O:8])[C:2]1[CH:7]=[CH:6][CH:5]=[CH:4][CH:3]=1.[C:36](OC1C2C(=CC=C(C)C=2)N(CCC)C1=O)(=O)C1C=CC=CC=1.BrCC1C=CC(OC)=C(OC)C=1.